This data is from Forward reaction prediction with 1.9M reactions from USPTO patents (1976-2016). The task is: Predict the product of the given reaction. (1) Given the reactants [NH2:1][CH2:2][CH2:3][C:4]([NH:6][C:7]1[CH:12]=[CH:11][CH:10]=[C:9]([NH:13][C:14]2[N:19]=[C:18]([C:20]3[C:28]4[C:23](=[CH:24][CH:25]=[CH:26][CH:27]=4)[NH:22][CH:21]=3)[C:17]([Cl:29])=[CH:16][N:15]=2)[CH:8]=1)=[O:5].[C:30](O)([C:32](F)(F)F)=[O:31].[CH3:37][CH2:38][N:39]([CH:43](C)C)[CH:40](C)C.BrC/C=C/C(Cl)=O.CNC.C1COCC1, predict the reaction product. The product is: [Cl:29][C:17]1[C:18]([C:20]2[C:28]3[C:23](=[CH:24][CH:25]=[CH:26][CH:27]=3)[NH:22][CH:21]=2)=[N:19][C:14]([NH:13][C:9]2[CH:8]=[C:7]([NH:6][C:4](=[O:5])[CH2:3][CH2:2][NH:1][C:30](=[O:31])/[CH:32]=[CH:37]/[CH2:38][N:39]([CH3:43])[CH3:40])[CH:12]=[CH:11][CH:10]=2)=[N:15][CH:16]=1. (2) Given the reactants [NH2:1][NH:2][C:3]([C:5]1[CH:10]=[N:9][CH:8]=[CH:7][N:6]=1)=[NH:4].[C:11]([C:15]1[CH:16]=[CH:17][C:18]([OH:23])=[C:19]([CH:22]=1)[CH:20]=O)([CH3:14])([CH3:13])[CH3:12], predict the reaction product. The product is: [C:11]([C:15]1[CH:16]=[CH:17][C:18]([OH:23])=[C:19]([C:20]2[NH:1][N:2]=[C:3]([C:5]3[CH:10]=[N:9][CH:8]=[CH:7][N:6]=3)[N:4]=2)[CH:22]=1)([CH3:14])([CH3:13])[CH3:12]. (3) The product is: [F:35][C:32]1[CH:33]=[CH:34][C:29]([C:2]2[CH:7]=[CH:6][C:5]([C@@H:8]([N:10]3[CH2:15][CH2:14][C@:13]([CH2:22][C:23]([OH:26])([CH3:24])[CH3:25])([C:16]4[CH:17]=[CH:18][CH:19]=[CH:20][CH:21]=4)[O:12][C:11]3=[O:27])[CH3:9])=[CH:4][CH:3]=2)=[N:30][CH:31]=1. Given the reactants Br[C:2]1[CH:7]=[CH:6][C:5]([C@@H:8]([N:10]2[CH2:15][CH2:14][C@:13]([CH2:22][C:23]([OH:26])([CH3:25])[CH3:24])([C:16]3[CH:21]=[CH:20][CH:19]=[CH:18][CH:17]=3)[O:12][C:11]2=[O:27])[CH3:9])=[CH:4][CH:3]=1.Br[C:29]1[CH:34]=[CH:33][C:32]([F:35])=[CH:31][N:30]=1, predict the reaction product. (4) Given the reactants C[O:2][C:3]([CH:5]1[CH2:10][CH2:9][N:8]([C:11]([O:13][CH2:14][C:15]2[CH:20]=[CH:19][CH:18]=[CH:17][CH:16]=2)=[O:12])[CH2:7][CH2:6]1)=O.CC(C[AlH]CC(C)C)C, predict the reaction product. The product is: [CH2:14]([O:13][C:11]([N:8]1[CH2:9][CH2:10][CH:5]([CH:3]=[O:2])[CH2:6][CH2:7]1)=[O:12])[C:15]1[CH:20]=[CH:19][CH:18]=[CH:17][CH:16]=1. (5) Given the reactants [CH2:1]([NH:8][CH2:9][C@@H:10]([C:12]1[CH:21]=[CH:20][C:19]([O:22][CH2:23][C:24]2[CH:29]=[CH:28][CH:27]=[CH:26][CH:25]=2)=[C:18]2[C:13]=1[CH:14]=[CH:15][C:16](=[O:30])[NH:17]2)[OH:11])[C:2]1[CH:7]=[CH:6][CH:5]=[CH:4][CH:3]=1.C(N(CC)C(C)C)(C)C.Br[CH2:41][CH2:42][CH2:43][CH2:44][CH2:45][CH2:46][O:47][CH2:48][CH2:49][CH2:50][CH2:51][C:52]1[CH:57]=[CH:56][CH:55]=[C:54]([S:58]([CH:61]2[CH2:65][CH2:64][CH2:63][CH2:62]2)(=[O:60])=[O:59])[CH:53]=1, predict the reaction product. The product is: [CH:61]1([S:58]([C:54]2[CH:53]=[C:52]([CH2:51][CH2:50][CH2:49][CH2:48][O:47][CH2:46][CH2:45][CH2:44][CH2:43][CH2:42][CH2:41][N:8]([CH2:1][C:2]3[CH:7]=[CH:6][CH:5]=[CH:4][CH:3]=3)[CH2:9][C@@H:10]([C:12]3[CH:21]=[CH:20][C:19]([O:22][CH2:23][C:24]4[CH:29]=[CH:28][CH:27]=[CH:26][CH:25]=4)=[C:18]4[C:13]=3[CH:14]=[CH:15][C:16](=[O:30])[NH:17]4)[OH:11])[CH:57]=[CH:56][CH:55]=2)(=[O:60])=[O:59])[CH2:65][CH2:64][CH2:63][CH2:62]1. (6) Given the reactants [C:1]([C:3]1[CH:4]=[C:5]2[C:9](=[CH:10][CH:11]=1)[NH:8][CH:7]=[C:6]2[CH2:12][CH2:13][CH2:14][CH2:15][N:16]1[CH2:21][CH2:20][N:19]([C:22]2[CH:23]=[CH:24][C:25]3[O:29][C:28]([C:30](=[O:32])[NH2:31])=[CH:27][C:26]=3[CH:33]=2)[CH2:18][CH2:17]1)#[N:2].[ClH:34].[CH:35]([OH:38])([CH3:37])C, predict the reaction product. The product is: [ClH:34].[C:1]([C:3]1[CH:4]=[C:5]2[C:9](=[CH:10][CH:11]=1)[NH:8][CH:7]=[C:6]2[CH2:12][CH2:13][CH2:14][CH2:15][N:16]1[CH2:17][CH2:18][N:19]([C:22]2[CH:23]=[CH:24][C:25]3[O:29][C:28]([C:30](=[O:32])[NH2:31])=[CH:27][C:26]=3[CH:33]=2)[CH2:20][CH2:21]1)#[N:2].[CH2:35]([OH:38])[C:37]1[CH:5]=[CH:4][CH:3]=[CH:11][CH:10]=1. (7) Given the reactants Cl.C([O:6][C:7]([C:9]1[CH:10]=[C:11]([C:27]([NH:29][CH2:30][C:31]2[CH:36]=[CH:35][C:34]([S:37]([CH3:40])(=[O:39])=[O:38])=[CH:33][CH:32]=2)=[O:28])[C:12](=[O:26])[N:13]([C:16]2[CH:21]=[CH:20][CH:19]=[C:18]([C:22]([F:25])([F:24])[F:23])[CH:17]=2)[C:14]=1[CH3:15])=[CH2:8])CCC.C(=O)([O-])O.[Na+], predict the reaction product. The product is: [C:7]([C:9]1[CH:10]=[C:11]([C:27]([NH:29][CH2:30][C:31]2[CH:36]=[CH:35][C:34]([S:37]([CH3:40])(=[O:39])=[O:38])=[CH:33][CH:32]=2)=[O:28])[C:12](=[O:26])[N:13]([C:16]2[CH:21]=[CH:20][CH:19]=[C:18]([C:22]([F:25])([F:24])[F:23])[CH:17]=2)[C:14]=1[CH3:15])(=[O:6])[CH3:8]. (8) Given the reactants C(O[BH-](OC(=O)C)OC(=O)C)(=O)C.[Na+].[CH3:15][C:16]1[N:20]=[C:19]([C:21]2[CH:22]=[CH:23][C:24]([O:27][C:28]3[CH:38]=[CH:37][C:31]4[CH2:32][CH2:33][NH:34][CH2:35][CH2:36][C:30]=4[CH:29]=3)=[N:25][CH:26]=2)[O:18][N:17]=1.[C:39]1(=O)[CH2:43][CH2:42][CH2:41][CH2:40]1, predict the reaction product. The product is: [CH:39]1([N:34]2[CH2:33][CH2:32][C:31]3[CH:37]=[CH:38][C:28]([O:27][C:24]4[CH:23]=[CH:22][C:21]([C:19]5[O:18][N:17]=[C:16]([CH3:15])[N:20]=5)=[CH:26][N:25]=4)=[CH:29][C:30]=3[CH2:36][CH2:35]2)[CH2:43][CH2:42][CH2:41][CH2:40]1. (9) Given the reactants C(N(C(C)C)CC)(C)C.[NH2:10][C:11]1[CH:26]=[CH:25][C:24]([Cl:27])=[CH:23][C:12]=1[C:13]([NH:15][CH2:16][CH:17]1[CH2:22][CH2:21][CH2:20][CH2:19][CH2:18]1)=[O:14].[CH3:28][C:29]1[C:37]([O:38][CH3:39])=[CH:36][CH:35]=[CH:34][C:30]=1[C:31](O)=[O:32].CN(C(ON1N=NC2C=CC=NC1=2)=[N+](C)C)C.F[P-](F)(F)(F)(F)F, predict the reaction product. The product is: [Cl:27][C:24]1[CH:25]=[CH:26][C:11]([NH:10][C:31](=[O:32])[C:30]2[CH:34]=[CH:35][CH:36]=[C:37]([O:38][CH3:39])[C:29]=2[CH3:28])=[C:12]([C:13]([NH:15][CH2:16][CH:17]2[CH2:22][CH2:21][CH2:20][CH2:19][CH2:18]2)=[O:14])[CH:23]=1. (10) Given the reactants [Cl:1][C:2]1[CH:7]=[CH:6][C:5]([CH:8]2[CH:12]([C:13]3[CH:18]=[CH:17][C:16]([Cl:19])=[CH:15][CH:14]=3)[N:11]([C:20](Cl)=[O:21])[C:10]([C:23]3[C:24]([O:29][CH2:30][CH3:31])=[N:25][CH:26]=[CH:27][CH:28]=3)=[N:9]2)=[CH:4][CH:3]=1.[N:32]1([C:38](=[O:46])[CH2:39][N:40]2[CH2:45][CH2:44][NH:43][CH2:42][CH2:41]2)[CH2:37][CH2:36][O:35][CH2:34][CH2:33]1, predict the reaction product. The product is: [Cl:1][C:2]1[CH:3]=[CH:4][C:5]([C@H:8]2[C@@H:12]([C:13]3[CH:18]=[CH:17][C:16]([Cl:19])=[CH:15][CH:14]=3)[N:11]([C:20]([N:43]3[CH2:44][CH2:45][N:40]([CH2:39][C:38]([N:32]4[CH2:33][CH2:34][O:35][CH2:36][CH2:37]4)=[O:46])[CH2:41][CH2:42]3)=[O:21])[C:10]([C:23]3[C:24]([O:29][CH2:30][CH3:31])=[N:25][CH:26]=[CH:27][CH:28]=3)=[N:9]2)=[CH:6][CH:7]=1.